From a dataset of Reaction yield outcomes from USPTO patents with 853,638 reactions. Predict the reaction yield, written as a fraction of the theoretical maximum amount of product (1.0 means a 100% yield; for example, 0.34 means a 34% yield). (1) The product is [C:23]([NH:8][C:7]1[C:6](=[O:17])[CH2:5][CH:4]([C:18]([O:20][CH2:21][CH3:22])=[O:19])[CH2:3][C:2]=1[OH:1])(=[O:25])[CH3:24]. The yield is 0.840. The reactants are [OH:1][C:2]1[CH2:3][CH:4]([C:18]([O:20][CH2:21][CH3:22])=[O:19])[CH2:5][C:6](=[O:17])[C:7]=1[N:8]=NC1C=CC(Br)=CC=1.[C:23](OC(=O)C)(=[O:25])[CH3:24]. The catalyst is C(O)(=O)C.O1CCOCC1.[Zn]. (2) The reactants are [Br:1][C:2]1[S:3][CH:4]=[CH:5][C:6]=1[C:7]([OH:9])=[O:8].S(=O)(=O)(O)O.[CH3:15]O. No catalyst specified. The product is [Br:1][C:2]1[S:3][CH:4]=[CH:5][C:6]=1[C:7]([O:9][CH3:15])=[O:8]. The yield is 1.00. (3) The reactants are [F:1][C:2]1[CH:7]=[CH:6][C:5]([C:8]2[C:12]([C:13]3[N:14]=[CH:15][NH:16][CH:17]=3)=[C:11]([C:18]([F:21])([F:20])[F:19])[O:10][N:9]=2)=[CH:4][CH:3]=1.F[C:23]1[CH:28]=[CH:27][C:26]([C:29]([F:32])([F:31])[F:30])=[CH:25][CH:24]=1. No catalyst specified. The product is [F:1][C:2]1[CH:7]=[CH:6][C:5]([C:8]2[C:12]([C:13]3[N:14]=[CH:15][N:16]([C:23]4[CH:28]=[CH:27][C:26]([C:29]([F:32])([F:31])[F:30])=[CH:25][CH:24]=4)[CH:17]=3)=[C:11]([C:18]([F:21])([F:19])[F:20])[O:10][N:9]=2)=[CH:4][CH:3]=1. The yield is 0.340. (4) The reactants are [C:1](Cl)(=[O:4])[CH2:2][CH3:3].CCN(CC)CC.CN(C(ON1N=NC2C=CC=CC1=2)=[N+](C)C)C.F[P-](F)(F)(F)(F)F.[NH2:37][C:38]1[CH:39]=[C:40]2[C:44](=[CH:45][CH:46]=1)[N:43]([C:47]([O:49][C:50]([CH3:53])([CH3:52])[CH3:51])=[O:48])[CH:42]=[C:41]2[C:54]1[CH:59]=[N:58][CH:57]=[C:56]([N:60]2[CH2:65][CH2:64][CH:63]([NH:66][C:67]([O:69][C:70]([CH3:73])([CH3:72])[CH3:71])=[O:68])[CH2:62][CH2:61]2)[N:55]=1. The catalyst is C(Cl)Cl. The product is [C:70]([O:69][C:67]([NH:66][CH:63]1[CH2:62][CH2:61][N:60]([C:56]2[N:55]=[C:54]([C:41]3[C:40]4[C:44](=[CH:45][CH:46]=[C:38]([NH:37][C:1](=[O:4])[CH2:2][CH3:3])[CH:39]=4)[N:43]([C:47]([O:49][C:50]([CH3:53])([CH3:52])[CH3:51])=[O:48])[CH:42]=3)[CH:59]=[N:58][CH:57]=2)[CH2:65][CH2:64]1)=[O:68])([CH3:73])([CH3:72])[CH3:71]. The yield is 0.450. (5) The product is [F:23][C:22]([F:25])([F:24])[S:19]([O:11][C:2]1[CH:3]=[CH:4][C:5]2[C:10](=[CH:9][CH:8]=[CH:7][CH:6]=2)[C:1]=1[Cl:35])(=[O:21])=[O:20]. No catalyst specified. The yield is 0.770. The reactants are [CH:1]1[C:10]2[C:5](=[CH:6][CH:7]=[CH:8][CH:9]=2)[CH:4]=[CH:3][C:2]=1[OH:11].C(N(CC)CC)C.[S:19](O[S:19]([C:22]([F:25])([F:24])[F:23])(=[O:21])=[O:20])([C:22]([F:25])([F:24])[F:23])(=[O:21])=[O:20].C(Cl)[Cl:35].